This data is from Catalyst prediction with 721,799 reactions and 888 catalyst types from USPTO. The task is: Predict which catalyst facilitates the given reaction. (1) Reactant: [F:1][C:2]1[CH:9]=[C:8]([CH:10](S(C)=O)SC)[CH:7]=[C:6]([F:16])[C:3]=1[C:4]#[N:5].S(=O)(=O)(O)[OH:18].O. Product: [F:1][C:2]1[CH:9]=[C:8]([CH:10]=[O:18])[CH:7]=[C:6]([F:16])[C:3]=1[C:4]#[N:5]. The catalyst class is: 1. (2) Reactant: [F:1][C:2]1[CH:3]=[CH:4][C:5](B2OC(C)(C)C(C)(C)O2)=[C:6]2[C:10]=1[C@H:9]([O:11][C:12]1[CH:25]=[CH:24][C:15]3[C@H:16]([CH2:19][C:20]([O:22][CH3:23])=[O:21])[CH2:17][O:18][C:14]=3[CH:13]=1)[CH2:8][CH2:7]2.Br[C:36]1[C:48]([CH3:49])=[CH:47][C:39]([O:40][CH2:41][C:42]2([CH3:46])[CH2:45][O:44][CH2:43]2)=[CH:38][C:37]=1[CH3:50].[O-]P([O-])([O-])=O.[K+].[K+].[K+]. Product: [CH3:50][C:37]1[CH:38]=[C:39]([O:40][CH2:41][C:42]2([CH3:46])[CH2:45][O:44][CH2:43]2)[CH:47]=[C:48]([CH3:49])[C:36]=1[C:5]1[CH:4]=[CH:3][C:2]([F:1])=[C:10]2[C:6]=1[CH2:7][CH2:8][C@H:9]2[O:11][C:12]1[CH:25]=[CH:24][C:15]2[C@H:16]([CH2:19][C:20]([O:22][CH3:23])=[O:21])[CH2:17][O:18][C:14]=2[CH:13]=1. The catalyst class is: 11.